Dataset: NCI-60 drug combinations with 297,098 pairs across 59 cell lines. Task: Regression. Given two drug SMILES strings and cell line genomic features, predict the synergy score measuring deviation from expected non-interaction effect. Drug 1: C1CC(=O)NC(=O)C1N2CC3=C(C2=O)C=CC=C3N. Drug 2: COC1=C2C(=CC3=C1OC=C3)C=CC(=O)O2. Cell line: HOP-62. Synergy scores: CSS=6.21, Synergy_ZIP=-1.78, Synergy_Bliss=-3.52, Synergy_Loewe=0.707, Synergy_HSA=-1.61.